From a dataset of NCI-60 drug combinations with 297,098 pairs across 59 cell lines. Regression. Given two drug SMILES strings and cell line genomic features, predict the synergy score measuring deviation from expected non-interaction effect. (1) Drug 1: C1CCC(CC1)NC(=O)N(CCCl)N=O. Drug 2: C1C(C(OC1N2C=NC3=C(N=C(N=C32)Cl)N)CO)O. Cell line: MDA-MB-231. Synergy scores: CSS=17.1, Synergy_ZIP=-5.65, Synergy_Bliss=-2.29, Synergy_Loewe=-4.67, Synergy_HSA=-0.233. (2) Drug 1: CC12CCC(CC1=CCC3C2CCC4(C3CC=C4C5=CN=CC=C5)C)O. Drug 2: C1=CC=C(C(=C1)C(C2=CC=C(C=C2)Cl)C(Cl)Cl)Cl. Cell line: COLO 205. Synergy scores: CSS=4.49, Synergy_ZIP=1.56, Synergy_Bliss=7.02, Synergy_Loewe=2.99, Synergy_HSA=3.08. (3) Cell line: M14. Drug 2: COC1=C2C(=CC3=C1OC=C3)C=CC(=O)O2. Drug 1: CCC1(CC2CC(C3=C(CCN(C2)C1)C4=CC=CC=C4N3)(C5=C(C=C6C(=C5)C78CCN9C7C(C=CC9)(C(C(C8N6C)(C(=O)OC)O)OC(=O)C)CC)OC)C(=O)OC)O.OS(=O)(=O)O. Synergy scores: CSS=-2.71, Synergy_ZIP=1.43, Synergy_Bliss=1.96, Synergy_Loewe=-2.17, Synergy_HSA=-1.37. (4) Drug 1: CS(=O)(=O)C1=CC(=C(C=C1)C(=O)NC2=CC(=C(C=C2)Cl)C3=CC=CC=N3)Cl. Drug 2: CC1OCC2C(O1)C(C(C(O2)OC3C4COC(=O)C4C(C5=CC6=C(C=C35)OCO6)C7=CC(=C(C(=C7)OC)O)OC)O)O. Cell line: NCI-H226. Synergy scores: CSS=16.5, Synergy_ZIP=-6.93, Synergy_Bliss=-1.95, Synergy_Loewe=-4.12, Synergy_HSA=-0.0598. (5) Drug 1: C1=NC(=NC(=O)N1C2C(C(C(O2)CO)O)O)N. Drug 2: CC1C(C(CC(O1)OC2CC(OC(C2O)C)OC3=CC4=CC5=C(C(=O)C(C(C5)C(C(=O)C(C(C)O)O)OC)OC6CC(C(C(O6)C)O)OC7CC(C(C(O7)C)O)OC8CC(C(C(O8)C)O)(C)O)C(=C4C(=C3C)O)O)O)O. Cell line: HCT-15. Synergy scores: CSS=32.6, Synergy_ZIP=-1.69, Synergy_Bliss=0.572, Synergy_Loewe=-5.11, Synergy_HSA=1.25. (6) Drug 1: CCC1=CC2CC(C3=C(CN(C2)C1)C4=CC=CC=C4N3)(C5=C(C=C6C(=C5)C78CCN9C7C(C=CC9)(C(C(C8N6C)(C(=O)OC)O)OC(=O)C)CC)OC)C(=O)OC.C(C(C(=O)O)O)(C(=O)O)O. Drug 2: C1=NC2=C(N=C(N=C2N1C3C(C(C(O3)CO)O)F)Cl)N. Cell line: ACHN. Synergy scores: CSS=49.6, Synergy_ZIP=-0.971, Synergy_Bliss=1.73, Synergy_Loewe=-4.83, Synergy_HSA=4.27.